The task is: Predict which catalyst facilitates the given reaction.. This data is from Catalyst prediction with 721,799 reactions and 888 catalyst types from USPTO. (1) Reactant: [CH3:1][C@@H:2]1[C:7](=[CH2:8])[C@H:6]([OH:9])[CH2:5][C@H:4]([C:10]2[CH:15]=[CH:14][N:13]=[CH:12][C:11]=2[N+:16]([O-:18])=[O:17])[O:3]1.C[N+]1([O-])CC[O:23]CC1.CC(C)=O.[OH2:31]. Product: [OH:31][CH2:8][C@:7]1([OH:23])[C@H:6]([OH:9])[CH2:5][C@H:4]([C:10]2[CH:15]=[CH:14][N:13]=[CH:12][C:11]=2[N+:16]([O-:18])=[O:17])[O:3][C@@H:2]1[CH3:1]. The catalyst class is: 771. (2) Product: [Si:6]([O:23][CH2:24][C@@H:25]1[CH2:29][CH:28]2[CH:27]([CH2:1]2)[N:26]1[C:30]([O:32][C:33]([CH3:36])([CH3:35])[CH3:34])=[O:31])([C:19]([CH3:21])([CH3:22])[CH3:20])([C:13]1[CH:18]=[CH:17][CH:16]=[CH:15][CH:14]=1)[C:7]1[CH:12]=[CH:11][CH:10]=[CH:9][CH:8]=1. Reactant: [CH2:1]([Zn]CC)C.[Si:6]([O:23][CH2:24][C@@H:25]1[CH2:29][CH:28]=[CH:27][N:26]1[C:30]([O:32][C:33]([CH3:36])([CH3:35])[CH3:34])=[O:31])([C:19]([CH3:22])([CH3:21])[CH3:20])([C:13]1[CH:18]=[CH:17][CH:16]=[CH:15][CH:14]=1)[C:7]1[CH:12]=[CH:11][CH:10]=[CH:9][CH:8]=1.ICI.C(=O)([O-])[O-].[Na+].[Na+]. The catalyst class is: 4. (3) Reactant: [N+:1]([C:4]1[CH:9]=[CH:8][CH:7]=[CH:6][C:5]=1[S:10][C:11]1[CH:20]=[CH:19][CH:18]=[CH:17][C:12]=1[C:13]([O:15][CH3:16])=[O:14])([O-])=O. Product: [NH2:1][C:4]1[CH:9]=[CH:8][CH:7]=[CH:6][C:5]=1[S:10][C:11]1[CH:20]=[CH:19][CH:18]=[CH:17][C:12]=1[C:13]([O:15][CH3:16])=[O:14]. The catalyst class is: 19. (4) Reactant: [NH2:1][CH:2]([CH2:24][C:25]1[CH:30]=[CH:29][C:28]([CH3:31])=[CH:27][CH:26]=1)[C:3]([NH:5][C:6]1[CH:11]=[CH:10][C:9]([C:12]2[N:13]=[C:14]3[N:18]([CH:19]=2)[C:17]2[CH:20]=[CH:21][CH:22]=[CH:23][C:16]=2[S:15]3)=[CH:8][CH:7]=1)=[O:4].[CH3:32][C:33]1[CH:34]=[C:35]([CH2:40][C:41](O)=[O:42])[CH:36]=[C:37]([CH3:39])[CH:38]=1.CC(C)N=C=NC(C)C. Product: [CH3:32][C:33]1[CH:34]=[C:35]([CH2:40][C:41]([NH:1][C@@H:2]([CH2:24][C:25]2[CH:26]=[CH:27][C:28]([CH3:31])=[CH:29][CH:30]=2)[C:3]([NH:5][C:6]2[CH:11]=[CH:10][C:9]([C:12]3[N:13]=[C:14]4[N:18]([CH:19]=3)[C:17]3[CH:20]=[CH:21][CH:22]=[CH:23][C:16]=3[S:15]4)=[CH:8][CH:7]=2)=[O:4])=[O:42])[CH:36]=[C:37]([CH3:39])[CH:38]=1. The catalyst class is: 64. (5) Reactant: C(=O)([O-])[O-].[K+].[K+].[C:7]([O:14][CH3:15])(=[O:13])[CH2:8][C:9]([O:11][CH3:12])=[O:10].[Br:16][C:17]1[CH:22]=[CH:21][C:20](F)=[C:19]([N+:24]([O-:26])=[O:25])[CH:18]=1.Cl. Product: [Br:16][C:17]1[CH:22]=[CH:21][C:20]([CH:8]([C:7]([O:14][CH3:15])=[O:13])[C:9]([O:11][CH3:12])=[O:10])=[C:19]([N+:24]([O-:26])=[O:25])[CH:18]=1. The catalyst class is: 3. (6) Reactant: Cl[C:2](Cl)([O:4]C(=O)OC(Cl)(Cl)Cl)Cl.[Br:13][C:14]1[CH:15]=[C:16]2[C:20](=[CH:21][CH:22]=1)[CH2:19][C@@H:18]([NH2:23])[CH2:17]2.CCN(CC)CC.[CH2:31]([NH:33][C:34]1[CH:39]=[C:38]([O:40][C:41]2[CH:47]=[CH:46][C:44]([NH2:45])=[CH:43][CH:42]=2)[N:37]=[CH:36][N:35]=1)[CH3:32]. Product: [CH2:31]([NH:33][C:34]1[CH:39]=[C:38]([O:40][C:41]2[CH:47]=[CH:46][C:44]([NH:45][C:2]([NH:23][C@H:18]3[CH2:17][C:16]4[C:20](=[CH:21][CH:22]=[C:14]([Br:13])[CH:15]=4)[CH2:19]3)=[O:4])=[CH:43][CH:42]=2)[N:37]=[CH:36][N:35]=1)[CH3:32]. The catalyst class is: 2.